Task: Binary Classification. Given a miRNA mature sequence and a target amino acid sequence, predict their likelihood of interaction.. Dataset: Experimentally validated miRNA-target interactions with 360,000+ pairs, plus equal number of negative samples (1) The miRNA is dme-miR-8-3p with sequence UAAUACUGUCAGGUAAAGAUGUC. The protein sequence of the target gene is MGNLFMLWAALGICCAAFSASAWSVNNFLITGPKAYLTYTTSVALGAQSGIEECKFQFAWERWNCPENALQLSTHNRLRSATRETSFIHAISSAGVMYIITKNCSMGDFENCGCDGSNNGKTGGHGWIWGGCSDNVEFGERISKLFVDSLEKGKDARALMNLHNNRAGRLAVRATMKRTCKCHGISGSCSIQTCWLQLAEFREMGDYLKAKYDQALKIEMDKRQLRAGNSAEGHWVPAEAFLPSAEAELIFLEESPDYCTCNSSLGIYGTEGRECLQNSHNTSRWERRSCGRLCTECGLQ.... Result: 0 (no interaction). (2) The miRNA is hsa-miR-548aq-5p with sequence GAAAGUAAUUGCUGUUUUUGCC. The protein sequence of the target gene is MSTRSVSSSSYRRMFGGSGTSSRPSSNRSYVTTSTRTYSLGSALRPSTSRSLYSSSPGGAYVTRSSAVRLRSSVPGVRLLQDSVDFSLADAINTEFKNTRTNEKVELQELNDRFANYIDKVRFLEQQNKILLAELEQLKGQGKSRLGDLYEEEMRELRRQVDQLTNDKARVEVERDNLAEDIMRLREKLQEEMLQREEAESTLQSFRQDVDNASLARLDLERKVESLQEEIAFLKKLHDEEIQELQAQIQEQHVQIDVDVSKPDLTAALRDVRQQYESVAAKNLQEAEEWYKSKFADLSE.... Result: 0 (no interaction). (3) The miRNA is hsa-miR-3124-5p with sequence UUCGCGGGCGAAGGCAAAGUC. The protein sequence of the target gene is MALLLLSLGLSLIAAQEFDPHTVMQRNYNVARVSGVWYSIFMASDDLNRIKENGDLRVFVRNIEHLKNGSLIFDFEYMVQGECVAVVVVCEKTEKNGEYSINYEGQNTVAVSETDYRLFITFHLQNFRNGTETHTLALYETCEKYGLGSQNIIDLTNKDPCYSKHYRSPPRPPMRW. Result: 0 (no interaction).